This data is from NCI-60 drug combinations with 297,098 pairs across 59 cell lines. The task is: Regression. Given two drug SMILES strings and cell line genomic features, predict the synergy score measuring deviation from expected non-interaction effect. Drug 1: CN(CC1=CN=C2C(=N1)C(=NC(=N2)N)N)C3=CC=C(C=C3)C(=O)NC(CCC(=O)O)C(=O)O. Drug 2: COC1=C2C(=CC3=C1OC=C3)C=CC(=O)O2. Cell line: HOP-92. Synergy scores: CSS=-0.285, Synergy_ZIP=-2.49, Synergy_Bliss=-3.20, Synergy_Loewe=-22.1, Synergy_HSA=-7.33.